Dataset: Forward reaction prediction with 1.9M reactions from USPTO patents (1976-2016). Task: Predict the product of the given reaction. (1) Given the reactants [F:1][C:2]1[CH:7]=[CH:6][C:5]([C:8]2[C:12](=O)[O:11][CH2:10][C:9]=2[C:14]2[CH:24]=[CH:23][C:17]3[O:18][CH2:19][C:20](=[O:22])[NH:21][C:16]=3[CH:15]=2)=[CH:4][CH:3]=1.[F:25][C:26]1[CH:32]=[CH:31][C:29]([NH2:30])=[CH:28][CH:27]=1, predict the reaction product. The product is: [F:25][C:26]1[CH:32]=[CH:31][C:29]([N:30]2[C:12](=[O:11])[C:8]([C:5]3[CH:4]=[CH:3][C:2]([F:1])=[CH:7][CH:6]=3)=[C:9]([C:14]3[CH:24]=[CH:23][C:17]4[O:18][CH2:19][C:20](=[O:22])[NH:21][C:16]=4[CH:15]=3)[CH2:10]2)=[CH:28][CH:27]=1. (2) Given the reactants [Cl:1][C:2]1[C:3]([O:12][C:13]2[CH:18]=[C:17]([O:19][CH2:20][C:21]([OH:24])([CH3:23])[CH3:22])[CH:16]=[CH:15][C:14]=2[CH2:25][CH2:26][CH2:27][OH:28])=[N:4][CH:5]=[C:6]([C:8]([F:11])([F:10])[F:9])[CH:7]=1.Cl[S:30]([N:33]=[C:34]=[O:35])(=[O:32])=[O:31].[NH2:36][CH2:37][CH2:38][C:39]1[CH:44]=[CH:43][CH:42]=[CH:41][N:40]=1.Cl, predict the reaction product. The product is: [N:40]1[CH:41]=[CH:42][CH:43]=[CH:44][C:39]=1[CH2:38][CH2:37][NH:36][S:30]([NH:33][C:34](=[O:35])[O:28][CH2:27][CH2:26][CH2:25][C:14]1[CH:15]=[CH:16][C:17]([O:19][CH2:20][C:21]([OH:24])([CH3:22])[CH3:23])=[CH:18][C:13]=1[O:12][C:3]1[C:2]([Cl:1])=[CH:7][C:6]([C:8]([F:9])([F:11])[F:10])=[CH:5][N:4]=1)(=[O:32])=[O:31]. (3) Given the reactants [NH2:1][C:2]1[C:3]([OH:10])=[CH:4][C:5]([CH2:8][NH2:9])=[N:6][CH:7]=1.C(N(CC)CC)C.CO[CH:20]=[C:21]1[C:30]2[C:25](=[CH:26][CH:27]=[C:28]([I:31])[CH:29]=2)[C:24](=[O:32])[NH:23][C:22]1=[O:33], predict the reaction product. The product is: [NH2:1][C:2]1[C:3]([OH:10])=[CH:4][C:5]([CH2:8][NH:9][CH:20]=[C:21]2[C:30]3[C:25](=[CH:26][CH:27]=[C:28]([I:31])[CH:29]=3)[C:24](=[O:32])[NH:23][C:22]2=[O:33])=[N:6][CH:7]=1. (4) Given the reactants [F:1][C:2]1[C:10]2[NH:9][C:8](=[O:11])[N:7]([CH:12]3[CH2:17][CH2:16][N:15](C(OC(C)(C)C)=O)[CH2:14][CH2:13]3)[C:6]=2[CH:5]=[CH:4][CH:3]=1.[ClH:25].O1CCOCC1, predict the reaction product. The product is: [ClH:25].[F:1][C:2]1[C:10]2[NH:9][C:8](=[O:11])[N:7]([CH:12]3[CH2:17][CH2:16][NH:15][CH2:14][CH2:13]3)[C:6]=2[CH:5]=[CH:4][CH:3]=1.